This data is from Reaction yield outcomes from USPTO patents with 853,638 reactions. The task is: Predict the reaction yield, written as a fraction of the theoretical maximum amount of product (1.0 means a 100% yield; for example, 0.34 means a 34% yield). (1) The reactants are [Cl:1][C:2]1[CH:7]=[C:6]([Cl:8])[CH:5]=[CH:4][C:3]=1[C:9]1[CH:10]=[CH:11][C:12]2[O:21][CH:20]3[CH:15]([CH2:16][N:17]([C:22]([O:24][C:25]([CH3:28])([CH3:27])[CH3:26])=[O:23])[CH2:18][CH2:19]3)[C:13]=2[CH:14]=1.[Br:29]N1C(=O)CCC1=O.O. The catalyst is CC(O)=O. The product is [Br:29][C:11]1[C:12]2[O:21][CH:20]3[CH2:19][CH2:18][N:17]([C:22]([O:24][C:25]([CH3:28])([CH3:27])[CH3:26])=[O:23])[CH2:16][CH:15]3[C:13]=2[CH:14]=[C:9]([C:3]2[CH:4]=[CH:5][C:6]([Cl:8])=[CH:7][C:2]=2[Cl:1])[CH:10]=1. The yield is 0.820. (2) The reactants are C([O:5][C:6]([NH:8][CH2:9][C:10]([CH3:32])([CH3:31])[CH2:11][N:12]1[C:20]2[C:15](=[CH:16][CH:17]=[C:18]([C:21]([O:23][CH2:24][CH3:25])=[O:22])[CH:19]=2)[CH:14]=[C:13]1C(OCC)=O)=O)(C)(C)C.N1C2C(=CC=C(C(OCC)=O)C=2)C=C1C(OCC)=O.C(O)(C(F)(F)F)=O.C(N(CC)CC)C.C([O-])([O-])=O.[K+].[K+]. The catalyst is C(Cl)Cl.C(O)C. The product is [CH3:31][C:10]1([CH3:32])[CH2:11][N:12]2[C:20]3[CH:19]=[C:18]([C:21]([O:23][CH2:24][CH3:25])=[O:22])[CH:17]=[CH:16][C:15]=3[CH:14]=[C:13]2[C:6](=[O:5])[NH:8][CH2:9]1. The yield is 0.660.